Dataset: Peptide-MHC class I binding affinity with 185,985 pairs from IEDB/IMGT. Task: Regression. Given a peptide amino acid sequence and an MHC pseudo amino acid sequence, predict their binding affinity value. This is MHC class I binding data. (1) The peptide sequence is MWGICNDWF. The MHC is HLA-A23:01 with pseudo-sequence HLA-A23:01. The binding affinity (normalized) is 0.738. (2) The peptide sequence is APKEFRGAL. The MHC is HLA-B18:01 with pseudo-sequence HLA-B18:01. The binding affinity (normalized) is 0.0847.